This data is from Reaction yield outcomes from USPTO patents with 853,638 reactions. The task is: Predict the reaction yield, written as a fraction of the theoretical maximum amount of product (1.0 means a 100% yield; for example, 0.34 means a 34% yield). The yield is 0.630. The catalyst is C(O)(=O)C. The product is [CH2:1]([N:3]([C:13]1[CH:18]=[CH:17][CH:16]=[CH:15][CH:14]=1)[C:4]1[CH:9]=[CH:8][CH:7]=[C:6]([NH2:10])[CH:5]=1)[CH3:2]. The reactants are [CH2:1]([N:3]([C:13]1[CH:18]=[CH:17][CH:16]=[CH:15][CH:14]=1)[C:4]1[CH:9]=[CH:8][CH:7]=[C:6]([N+:10]([O-])=O)[CH:5]=1)[CH3:2].O.O.[Sn](Cl)Cl.